From a dataset of CYP2C9 inhibition data for predicting drug metabolism from PubChem BioAssay. Regression/Classification. Given a drug SMILES string, predict its absorption, distribution, metabolism, or excretion properties. Task type varies by dataset: regression for continuous measurements (e.g., permeability, clearance, half-life) or binary classification for categorical outcomes (e.g., BBB penetration, CYP inhibition). Dataset: cyp2c9_veith. (1) The molecule is CCCN(CCC)C(=O)CSc1nc2ccccc2c(=O)n1CC1COc2ccccc2O1. The result is 1 (inhibitor). (2) The compound is Cc1ccc(OCc2ccc(C(=O)Nc3nccs3)o2)cc1C. The result is 1 (inhibitor). (3) The molecule is Cc1c(Br)c([N+](=O)[O-])nn1C(C)C(=O)Nc1ccc2c(c1)OCO2. The result is 1 (inhibitor). (4) The result is 0 (non-inhibitor). The drug is Cc1c(Cl)cccc1NC(=O)CC1NCCNC1=O.